Dataset: Catalyst prediction with 721,799 reactions and 888 catalyst types from USPTO. Task: Predict which catalyst facilitates the given reaction. (1) Reactant: [CH3:1][O:2][C:3]1[C:4]([C:23]([C:26]2[NH:30][C:29]3[CH:31]=[CH:32][C:33]([C:35]#[N:36])=[CH:34][C:28]=3[N:27]=2)([CH3:25])[CH3:24])=[C:5]2[C:9](=[C:10]([CH3:12])[CH:11]=1)[N:8](S(C1C=CC(C)=CC=1)(=O)=O)[CH:7]=[CH:6]2.[OH-].[K+].C(N)CC(C)C. Product: [CH3:1][O:2][C:3]1[C:4]([C:23]([C:26]2[NH:30][C:29]3[CH:31]=[CH:32][C:33]([C:35]#[N:36])=[CH:34][C:28]=3[N:27]=2)([CH3:25])[CH3:24])=[C:5]2[C:9](=[C:10]([CH3:12])[CH:11]=1)[NH:8][CH:7]=[CH:6]2. The catalyst class is: 14. (2) Reactant: C(O[C:6](=O)[N:7]([CH:9]1[CH:13]([C:14]2[CH:19]=[CH:18][C:17]([Cl:20])=[C:16]([Cl:21])[CH:15]=2)[CH2:12][N:11]([C:22]([CH:24]2[CH2:29][CH2:28][N:27]([C:30]([C:32]3([CH3:35])[CH2:34][CH2:33]3)=[O:31])[CH2:26][CH2:25]2)=[O:23])[CH2:10]1)C)(C)(C)C.FC(F)(F)C(O)=O.C(=O)([O-])[O-].[Na+].[Na+]. Product: [Cl:21][C:16]1[CH:15]=[C:14]([CH:13]2[CH:9]([NH:7][CH3:6])[CH2:10][N:11]([C:22]([CH:24]3[CH2:29][CH2:28][N:27]([C:30]([C:32]4([CH3:35])[CH2:33][CH2:34]4)=[O:31])[CH2:26][CH2:25]3)=[O:23])[CH2:12]2)[CH:19]=[CH:18][C:17]=1[Cl:20]. The catalyst class is: 4. (3) Reactant: C([N:8]1[CH2:16][C:15](=[N:17][O:18][CH3:19])[C:10]2([CH2:13][N:12]([CH3:14])[CH2:11]2)[CH2:9]1)C1C=CC=CC=1.[H][H]. Product: [CH3:19][O:18][N:17]=[C:15]1[C:10]2([CH2:11][N:12]([CH3:14])[CH2:13]2)[CH2:9][NH:8][CH2:16]1. The catalyst class is: 19. (4) Reactant: [CH3:1][C:2]1[CH:7]=[CH:6][C:5]([OH:8])=[CH:4][CH:3]=1.Cl[C:10]1[N:15]=[C:14]([NH:16][CH3:17])[C:13]([N+:18]([O-:20])=[O:19])=[CH:12][CH:11]=1.[H-].[Na+]. Product: [CH3:17][NH:16][C:14]1[C:13]([N+:18]([O-:20])=[O:19])=[CH:12][CH:11]=[C:10]([O:8][C:5]2[CH:6]=[CH:7][C:2]([CH3:1])=[CH:3][CH:4]=2)[N:15]=1. The catalyst class is: 9. (5) Reactant: [Br:1][CH:2]([CH2:15][CH3:16])[C:3]([C:5]1[S:9][C:8]2[CH:10]=[CH:11][CH:12]=[C:13]([Cl:14])[C:7]=2[CH:6]=1)=O.[NH:17]1[CH2:21][CH2:20][NH:19][C:18]1=[S:22].C(O)C. Product: [BrH:1].[Cl:14][C:13]1[C:7]2[CH:6]=[C:5]([C:3]3[N:19]4[CH2:20][CH2:21][N:17]=[C:18]4[S:22][C:2]=3[CH2:15][CH3:16])[S:9][C:8]=2[CH:10]=[CH:11][CH:12]=1. The catalyst class is: 15. (6) The catalyst class is: 336. Product: [C:19]([OH:26])(=[O:25])/[CH:20]=[CH:21]/[C:22]([OH:24])=[O:23].[CH3:1][O:2][N:3]([CH3:18])[C:4]1[N:5]=[C:6]([NH:14][CH2:15][CH2:16][CH3:17])[N:7]=[C:8]([NH:10][CH2:11][C:12]#[CH:13])[N:9]=1. Reactant: [CH3:1][O:2][N:3]([CH3:18])[C:4]1[N:9]=[C:8]([NH:10][CH2:11][CH2:12][CH3:13])[N:7]=[C:6]([NH:14][CH2:15][C:16]#[CH:17])[N:5]=1.[C:19]([OH:26])(=[O:25])/[CH:20]=[CH:21]/[C:22]([OH:24])=[O:23]. (7) Reactant: [O:1]1[C:5]2[CH:6]=[CH:7][C:8]([CH2:10][N:11]3[C:20](=[O:21])[C:19]4[C:14](=[CH:15][CH:16]=[C:17]([C:22](O)=[O:23])[CH:18]=4)[NH:13][C:12]3=[O:25])=[CH:9][C:4]=2[O:3][CH2:2]1.[CH2:26]([NH2:36])[C:27]1[CH:35]=[CH:34][C:33]2[O:32][CH2:31][O:30][C:29]=2[CH:28]=1.C(Cl)Cl.CO. Product: [O:32]1[C:33]2[CH:34]=[CH:35][C:27]([CH2:26][NH:36][C:22]([C:17]3[CH:18]=[C:19]4[C:14](=[CH:15][CH:16]=3)[NH:13][C:12](=[O:25])[N:11]([CH2:10][C:8]3[CH:7]=[CH:6][C:5]5[O:1][CH2:2][O:3][C:4]=5[CH:9]=3)[C:20]4=[O:21])=[O:23])=[CH:28][C:29]=2[O:30][CH2:31]1. The catalyst class is: 16. (8) Reactant: [CH2:1]([O:8][C@@H:9]1[C@@H:14]([O:15][CH2:16][C:17]2[CH:22]=[CH:21][CH:20]=[CH:19][CH:18]=2)[C@H:13]([O:23][CH2:24][C:25]2[CH:30]=[CH:29][CH:28]=[CH:27][CH:26]=2)[C@@H:12]([CH2:31]O)[O:11][C@H:10]1[N:33]1[C:41]2[C:36](=[CH:37][CH:38]=[C:39]([CH3:42])[CH:40]=2)[C:35]([CH2:43][C:44]2[CH:49]=[CH:48][C:47]([O:50][CH3:51])=[CH:46][CH:45]=2)=[CH:34]1)[C:2]1[CH:7]=[CH:6][CH:5]=[CH:4][CH:3]=1.C(N(S(F)(F)[F:58])CC)C.C(=O)([O-])O.[Na+]. Product: [CH2:1]([O:8][C@@H:9]1[C@@H:14]([O:15][CH2:16][C:17]2[CH:22]=[CH:21][CH:20]=[CH:19][CH:18]=2)[C@H:13]([O:23][CH2:24][C:25]2[CH:30]=[CH:29][CH:28]=[CH:27][CH:26]=2)[C@@H:12]([CH2:31][F:58])[O:11][C@H:10]1[N:33]1[C:41]2[C:36](=[CH:37][CH:38]=[C:39]([CH3:42])[CH:40]=2)[C:35]([CH2:43][C:44]2[CH:49]=[CH:48][C:47]([O:50][CH3:51])=[CH:46][CH:45]=2)=[CH:34]1)[C:2]1[CH:7]=[CH:6][CH:5]=[CH:4][CH:3]=1. The catalyst class is: 57. (9) Reactant: [F:1][C:2]1[CH:3]=[CH:4][C:5]([O:36][CH3:37])=[C:6]([C:8]2[CH:13]=[CH:12][N:11]=[C:10]3[N:14](S(C4C=CC(C)=CC=4)(=O)=O)[C:15]([C:17]4([OH:25])[CH2:22][CH2:21][S:20](=[O:24])(=[O:23])[CH2:19][CH2:18]4)=[CH:16][C:9]=23)[CH:7]=1.[OH-].[Na+].O. Product: [F:1][C:2]1[CH:3]=[CH:4][C:5]([O:36][CH3:37])=[C:6]([C:8]2[CH:13]=[CH:12][N:11]=[C:10]3[NH:14][C:15]([C:17]4([OH:25])[CH2:18][CH2:19][S:20](=[O:24])(=[O:23])[CH2:21][CH2:22]4)=[CH:16][C:9]=23)[CH:7]=1. The catalyst class is: 155. (10) Reactant: [Si]([O:8][C@H:9]([CH3:29])[CH2:10][N:11]1[C:19]2[C:14](=[CH:15][CH:16]=[C:17]3[O:23][CH2:22][C@H:21]([O:24][CH2:25][C:26]([NH2:28])=[O:27])[CH2:20][C:18]3=2)[CH:13]=[N:12]1)(C(C)(C)C)(C)C.[F-].C([N+](CCCC)(CCCC)CCCC)CCC.C(=O)(O)[O-].[Na+].[Cl-].[Na+]. Product: [OH:8][C@H:9]([CH3:29])[CH2:10][N:11]1[C:19]2[C:14](=[CH:15][CH:16]=[C:17]3[O:23][CH2:22][C@H:21]([O:24][CH2:25][C:26]([NH2:28])=[O:27])[CH2:20][C:18]3=2)[CH:13]=[N:12]1. The catalyst class is: 1.